Dataset: Reaction yield outcomes from USPTO patents with 853,638 reactions. Task: Predict the reaction yield, written as a fraction of the theoretical maximum amount of product (1.0 means a 100% yield; for example, 0.34 means a 34% yield). (1) The reactants are [Cl:1][C:2]1[CH:3]=[CH:4][C:5]([C:8]([OH:10])=O)=[N:6][CH:7]=1.CN(C(ON1N=NC2C=CC=NC1=2)=[N+](C)C)C.F[P-](F)(F)(F)(F)F.CCN(C(C)C)C(C)C.[NH2:44][C:45]1[CH:46]=[CH:47][C:48]2[CH2:54][CH2:53][CH2:52][C:51]([C:55]([O:57][CH3:58])=[O:56])=[C:50]([CH3:59])[C:49]=2[CH:60]=1. The catalyst is ClCCl.C(OCC)(=O)C. The product is [Cl:1][C:2]1[CH:3]=[CH:4][C:5]([C:8]([NH:44][C:45]2[CH:46]=[CH:47][C:48]3[CH2:54][CH2:53][CH2:52][C:51]([C:55]([O:57][CH3:58])=[O:56])=[C:50]([CH3:59])[C:49]=3[CH:60]=2)=[O:10])=[N:6][CH:7]=1. The yield is 0.830. (2) The reactants are [CH:1]([C:4]1[CH:8]=[C:7]([CH2:9]O)[O:6][N:5]=1)([CH3:3])[CH3:2].[Cl-].ClC=[N+](C)C.[NH:17]1[C:25]2[C:20](=[CH:21][CH:22]=[CH:23][CH:24]=2)[C:19]2([C:29]3=[CH:30][C:31]4[O:35][CH2:34][O:33][C:32]=4[CH:36]=[C:28]3[O:27][CH2:26]2)[C:18]1=[O:37].C(=O)([O-])[O-].[Cs+].[Cs+]. The catalyst is CN(C)C=O. The product is [CH:1]([C:4]1[CH:8]=[C:7]([CH2:9][N:17]2[C:25]3[C:20](=[CH:21][CH:22]=[CH:23][CH:24]=3)[C:19]3([C:29]4=[CH:30][C:31]5[O:35][CH2:34][O:33][C:32]=5[CH:36]=[C:28]4[O:27][CH2:26]3)[C:18]2=[O:37])[O:6][N:5]=1)([CH3:2])[CH3:3]. The yield is 0.600.